Dataset: Catalyst prediction with 721,799 reactions and 888 catalyst types from USPTO. Task: Predict which catalyst facilitates the given reaction. (1) Reactant: C([O:8][C:9]1[CH:14]=[CH:13][CH:12]=[CH:11][C:10]=1[CH:15]([C:17]1[CH:22]=[CH:21][C:20]([CH2:23][CH3:24])=[CH:19][CH:18]=1)O)C1C=CC=CC=1.Cl. Product: [CH2:23]([C:20]1[CH:21]=[CH:22][C:17]([CH2:15][C:10]2[CH:11]=[CH:12][CH:13]=[CH:14][C:9]=2[OH:8])=[CH:18][CH:19]=1)[CH3:24]. The catalyst class is: 43. (2) The catalyst class is: 264. Reactant: [C:1]([C:3]1[N:4]=[CH:5][C:6]([NH:9][C:10](=[O:17])[CH2:11][CH2:12][C:13]([O:15][CH3:16])=[O:14])=[N:7][CH:8]=1)#[N:2].[N-:18]=[N+:19]=[N-:20].[Na+].[Cl-].C([NH+](CC)CC)C. Product: [O:17]=[C:10]([NH:9][C:6]1[CH:5]=[N:4][C:3]([C:1]2[NH:20][N:19]=[N:18][N:2]=2)=[CH:8][N:7]=1)[CH2:11][CH2:12][C:13]([O:15][CH3:16])=[O:14]. (3) Reactant: [Cl:1][C:2]1[CH:7]=[CH:6][C:5]([C:8]2[C:14]3[CH:15]=[C:16]([O:19][C:20]([F:23])([F:22])[F:21])[CH:17]=[CH:18][C:13]=3[CH2:12][C:11]([CH3:24])=[N:10][N:9]=2)=[CH:4][CH:3]=1.Cl.C([BH3-])#N.[Na+].[OH-].[Na+]. Product: [Cl:1][C:2]1[CH:7]=[CH:6][C:5]([C:8]2[C:14]3[CH:15]=[C:16]([O:19][C:20]([F:22])([F:21])[F:23])[CH:17]=[CH:18][C:13]=3[CH2:12][CH:11]([CH3:24])[NH:10][N:9]=2)=[CH:4][CH:3]=1. The catalyst class is: 5. (4) Product: [CH2:18]([O:17][C:15]([C:4]1[NH:3][C:2]([CH3:1])=[C:6]([CH2:7][CH2:8][C:9]([OH:11])=[O:10])[C:5]=1[CH3:14])=[O:16])[CH3:19]. The catalyst class is: 72. Reactant: [CH3:1][C:2]1[NH:3][C:4]([C:15]([O:17][CH2:18][CH3:19])=[O:16])=[C:5]([CH3:14])[C:6]=1[CH2:7][CH2:8][C:9]([O:11]CC)=[O:10].[OH-].[K+].